From a dataset of Catalyst prediction with 721,799 reactions and 888 catalyst types from USPTO. Predict which catalyst facilitates the given reaction. (1) Reactant: [Cl:1][C:2]1[C:3]([O:12][C:13]2[CH:18]=[C:17]([O:19][CH:20]([CH3:22])[CH3:21])[CH:16]=[CH:15][C:14]=2/[CH:23]=[C:24](\[CH3:28])/[C:25]([OH:27])=O)=[N:4][CH:5]=[C:6]([C:8]([F:11])([F:10])[F:9])[CH:7]=1.Cl.C(N=C=NCCCN(C)C)C.[C:41]1([CH2:47][CH2:48][NH:49][S:50]([NH2:53])(=[O:52])=[O:51])[CH:46]=[CH:45][CH:44]=[CH:43][CH:42]=1.Cl. Product: [Cl:1][C:2]1[C:3]([O:12][C:13]2[CH:18]=[C:17]([O:19][CH:20]([CH3:21])[CH3:22])[CH:16]=[CH:15][C:14]=2/[CH:23]=[C:24](\[CH3:28])/[C:25]([NH:53][S:50]([NH:49][CH2:48][CH2:47][C:41]2[CH:46]=[CH:45][CH:44]=[CH:43][CH:42]=2)(=[O:52])=[O:51])=[O:27])=[N:4][CH:5]=[C:6]([C:8]([F:11])([F:10])[F:9])[CH:7]=1. The catalyst class is: 766. (2) Reactant: [ClH:1].C(OC(=O)[NH:8][C@H:9]([C:13]([N:15]1[CH2:20][CH2:19][CH:18]([O:21][C:22]2[CH:27]=[CH:26][C:25]([Cl:28])=[CH:24][N:23]=2)[CH2:17][CH2:16]1)=[O:14])[CH:10]([CH3:12])[CH3:11])(C)(C)C. Product: [ClH:28].[ClH:1].[Cl:28][C:25]1[CH:26]=[CH:27][C:22]([O:21][CH:18]2[CH2:19][CH2:20][N:15]([C:13](=[O:14])[C@@H:9]([NH2:8])[CH:10]([CH3:12])[CH3:11])[CH2:16][CH2:17]2)=[N:23][CH:24]=1. The catalyst class is: 8. (3) Reactant: [C:1]([OH:5])([CH3:4])([CH3:3])[CH3:2].[Br:6][C:7]1[N:8]=[C:9]2[CH2:14][CH:13](C(O)=O)[CH2:12][CH2:11][N:10]2[CH:18]=1.[N-:19]=[N+]=[N-].P([O-])([O:31][C:32]1C=CC=CC=1)(OC1C=CC=CC=1)=O. Product: [C:1]([O:5][C:32](=[O:31])[NH:19][CH:13]1[CH2:12][CH2:11][N:10]2[CH:18]=[C:7]([Br:6])[N:8]=[C:9]2[CH2:14]1)([CH3:4])([CH3:3])[CH3:2]. The catalyst class is: 66. (4) Reactant: F[C:2]1[CH:3]=[CH:4][C:5]([N+:14]([O-:16])=[O:15])=[C:6]([CH2:8][C:9]([O:11][CH2:12][CH3:13])=[O:10])[CH:7]=1.[CH3:17][S-:18].[Na+].O. Product: [CH3:17][S:18][C:2]1[CH:3]=[CH:4][C:5]([N+:14]([O-:16])=[O:15])=[C:6]([CH2:8][C:9]([O:11][CH2:12][CH3:13])=[O:10])[CH:7]=1. The catalyst class is: 16.